From a dataset of Forward reaction prediction with 1.9M reactions from USPTO patents (1976-2016). Predict the product of the given reaction. (1) Given the reactants [CH3:1][O:2][C:3]1[CH:4]=[C:5]([CH2:11][C:12]([OH:14])=O)[CH:6]=[CH:7][C:8]=1[O:9][CH3:10].C(Cl)CCl.C(N(C(C)C)C(C)C)C.[CH2:28]([N:30]1[N:34]=[N:33][C:32]([C:35]2[S:39][C:38]([NH2:40])=[N:37][C:36]=2[C:41]2[CH:46]=[CH:45][CH:44]=[CH:43][CH:42]=2)=[N:31]1)[CH3:29], predict the reaction product. The product is: [CH3:1][O:2][C:3]1[CH:4]=[C:5]([CH2:11][C:12]([NH:40][C:38]2[S:39][C:35]([C:32]3[N:33]=[N:34][N:30]([CH2:28][CH3:29])[N:31]=3)=[C:36]([C:41]3[CH:42]=[CH:43][CH:44]=[CH:45][CH:46]=3)[N:37]=2)=[O:14])[CH:6]=[CH:7][C:8]=1[O:9][CH3:10]. (2) Given the reactants [NH:1]1[C:5]2[CH:6]=[CH:7][C:8]([NH2:10])=[CH:9][C:4]=2[N:3]=[CH:2]1.[N:11]([C:14]1[CH:23]=[CH:22][CH:21]=[CH:20][C:15]=1[C:16](OC)=[O:17])=[C:12]=[S:13], predict the reaction product. The product is: [NH:1]1[C:5]2[CH:6]=[CH:7][C:8]([N:10]3[C:16](=[O:17])[C:15]4[C:14](=[CH:23][CH:22]=[CH:21][CH:20]=4)[NH:11][C:12]3=[S:13])=[CH:9][C:4]=2[N:3]=[CH:2]1. (3) Given the reactants C(=O)([O-])[O-].[Cs+].[Cs+].[CH3:7][C:8]([Si:11]([CH3:34])([CH3:33])[O:12][CH2:13][C@@H:14]([O:16][C:17]1[CH:18]=[C:19]([CH:29]=[C:30]([OH:32])[CH:31]=1)[C:20]([NH:22][C:23]1[CH:27]=[CH:26][N:25]([CH3:28])[N:24]=1)=[O:21])[CH3:15])([CH3:10])[CH3:9].Br[C:36]1[S:37][C:38]2[CH:44]=[CH:43][CH:42]=[CH:41][C:39]=2[N:40]=1, predict the reaction product. The product is: [S:37]1[C:38]2[CH:44]=[CH:43][CH:42]=[CH:41][C:39]=2[N:40]=[C:36]1[O:32][C:30]1[CH:29]=[C:19]([CH:18]=[C:17]([O:16][C@@H:14]([CH3:15])[CH2:13][O:12][Si:11]([C:8]([CH3:9])([CH3:10])[CH3:7])([CH3:34])[CH3:33])[CH:31]=1)[C:20]([NH:22][C:23]1[CH:27]=[CH:26][N:25]([CH3:28])[N:24]=1)=[O:21]. (4) Given the reactants Cl[C:2]1[NH:7][C:6]([C:9]2[O:10][CH:11]=[CH:12][CH:13]=2)(N)[N:5]=[CH:4][CH:3]=1.[NH:14]1[CH:18]=[CH:17][CH:16]=[N:15]1.C(=O)([O-])[O-].[Cs+].[Cs+].O.C[N:27](C=O)C, predict the reaction product. The product is: [O:10]1[CH:11]=[CH:12][CH:13]=[C:9]1[C:6]1[N:7]=[C:2]([NH2:27])[CH:3]=[C:4]([N:14]2[CH:18]=[CH:17][CH:16]=[N:15]2)[N:5]=1. (5) Given the reactants [Cl:1][C:2]1[CH:7]=[C:6]([F:8])[CH:5]=[CH:4][C:3]=1[N:9]1[CH2:14][CH2:13][NH:12][CH2:11][C:10]1=[O:15].C(N(C(C)C)C(C)C)C.[Cl:25][C:26]1[C:34]([Cl:35])=[CH:33][CH:32]=[CH:31][C:27]=1[C:28](Cl)=[O:29].C(O)(=O)CC(CC(O)=O)(C(O)=O)O, predict the reaction product. The product is: [Cl:1][C:2]1[CH:7]=[C:6]([F:8])[CH:5]=[CH:4][C:3]=1[N:9]1[CH2:14][CH2:13][N:12]([C:28]([C:27]2[CH:31]=[CH:32][CH:33]=[C:34]([Cl:35])[C:26]=2[Cl:25])=[O:29])[CH2:11][C:10]1=[O:15]. (6) The product is: [I:41][CH2:2][C@@H:3]([CH3:16])[CH2:4][N:5]1[C:14]2[C:9](=[CH:10][CH:11]=[CH:12][CH:13]=2)[CH2:8][CH2:7][C:6]1=[O:15]. Given the reactants O[CH2:2][C@@H:3]([CH3:16])[CH2:4][N:5]1[C:14]2[C:9](=[CH:10][CH:11]=[CH:12][CH:13]=2)[CH2:8][CH2:7][C:6]1=[O:15].C1C=CC(P(C2C=CC=CC=2)C2C=CC=CC=2)=CC=1.N1C=CN=C1.[I:41]I, predict the reaction product. (7) The product is: [CH3:25][C:24]1[CH:23]=[C:22]([CH3:26])[NH:21][C:20](=[O:27])[C:19]=1[CH2:18][NH:17][C:15]([C:4]1[C:5]2[C:6]([CH3:14])=[CH:7][N:8]([CH:11]([CH3:13])[CH3:12])[C:9]=2[CH:10]=[C:2]([C:36]2[CH:41]=[N:40][C:39]([N:42]3[CH2:43][CH2:44][NH:45][CH2:46][CH2:47]3)=[CH:38][CH:37]=2)[CH:3]=1)=[O:16]. Given the reactants Br[C:2]1[CH:3]=[C:4]([C:15]([NH:17][CH2:18][C:19]2[C:20](=[O:27])[NH:21][C:22]([CH3:26])=[CH:23][C:24]=2[CH3:25])=[O:16])[C:5]2[C:6]([CH3:14])=[CH:7][N:8]([CH:11]([CH3:13])[CH3:12])[C:9]=2[CH:10]=1.CC1(C)C(C)(C)OB([C:36]2[CH:37]=[CH:38][C:39]([N:42]3[CH2:47][CH2:46][NH:45][CH2:44][CH2:43]3)=[N:40][CH:41]=2)O1.P([O-])([O-])([O-])=O.[K+].[K+].[K+].O1CCOCC1, predict the reaction product.